Task: Predict the product of the given reaction.. Dataset: Forward reaction prediction with 1.9M reactions from USPTO patents (1976-2016) Given the reactants [C:1]([O:10][CH2:11][C@@H:12]([O:42][C:43](=[O:51])[CH2:44][CH2:45][CH2:46][CH2:47][CH2:48][CH2:49][CH3:50])[CH2:13][S:14][CH2:15][C@H:16]([NH:24][C:25]([O:27][CH2:28][CH:29]1[C:41]2[CH:40]=[CH:39][CH:38]=[CH:37][C:36]=2[C:35]2[C:30]1=[CH:31][CH:32]=[CH:33][CH:34]=2)=[O:26])[C:17]([O:19]C(C)(C)C)=[O:18])(=[O:9])[CH2:2][CH2:3][CH2:4][CH2:5][CH2:6][CH2:7][CH3:8].C(O[C@H](COC(=O)CCCCCCCCCCC)CSC[C@@H](C(O)=O)NC(=O)OCC1C2C=CC=CC=2C2C1=CC=CC=2)(=O)CCCCCCCCCCC, predict the reaction product. The product is: [CH:31]1[C:30]2[CH:29]([CH2:28][O:27][C:25](=[O:26])[NH:24][C@H:16]([C:17]([OH:19])=[O:18])[CH2:15][S:14][CH2:13][C@H:12]([O:42][C:43](=[O:51])[CH2:44][CH2:45][CH2:46][CH2:47][CH2:48][CH2:49][CH3:50])[CH2:11][O:10][C:1](=[O:9])[CH2:2][CH2:3][CH2:4][CH2:5][CH2:6][CH2:7][CH3:8])[C:41]3[C:36](=[CH:37][CH:38]=[CH:39][CH:40]=3)[C:35]=2[CH:34]=[CH:33][CH:32]=1.